This data is from Full USPTO retrosynthesis dataset with 1.9M reactions from patents (1976-2016). The task is: Predict the reactants needed to synthesize the given product. (1) Given the product [F:1][C:2]1[CH:8]=[C:7]([CH3:9])[CH:6]=[CH:5][C:3]=1[NH:4][C:11]1[C:20]2[C:19](=[O:21])[NH:18][N:17]=[C:16]([CH3:22])[C:15]=2[N:14]([CH3:23])[C:13](=[O:24])[C:12]=1[CH3:25], predict the reactants needed to synthesize it. The reactants are: [F:1][C:2]1[CH:8]=[C:7]([CH3:9])[CH:6]=[CH:5][C:3]=1[NH2:4].Cl[C:11]1[C:20]2[C:19](=[O:21])[NH:18][N:17]=[C:16]([CH3:22])[C:15]=2[N:14]([CH3:23])[C:13](=[O:24])[C:12]=1[CH3:25].C[Si]([N-][Si](C)(C)C)(C)C.[Li+]. (2) Given the product [OH:6][C:7]1[CH:12]=[CH:11][CH:10]=[C:9]([NH:13][C:14]2[CH:19]=[CH:18][CH:17]=[C:16]([C:20]3[CH:25]=[CH:24][CH:23]=[CH:22][C:21]=3[CH3:26])[CH:15]=2)[CH:8]=1, predict the reactants needed to synthesize it. The reactants are: B(Br)(Br)Br.C[O:6][C:7]1[CH:12]=[CH:11][CH:10]=[C:9]([NH:13][C:14]2[CH:19]=[CH:18][CH:17]=[C:16]([C:20]3[CH:25]=[CH:24][CH:23]=[CH:22][C:21]=3[CH3:26])[CH:15]=2)[CH:8]=1. (3) Given the product [N:11]1[C:10]2[C:5](=[N:6][CH:7]=[CH:8][CH:9]=2)[S:4][C:3]=1[CH2:2][N:15]1[CH2:14][CH2:13][N:12]([C:18]2[CH:19]=[CH:20][C:21]([OH:24])=[CH:22][CH:23]=2)[CH2:17][CH2:16]1, predict the reactants needed to synthesize it. The reactants are: Cl[CH2:2][C:3]1[S:4][C:5]2[C:10]([N:11]=1)=[CH:9][CH:8]=[CH:7][N:6]=2.[N:12]1([C:18]2[CH:23]=[CH:22][C:21]([OH:24])=[CH:20][CH:19]=2)[CH2:17][CH2:16][NH:15][CH2:14][CH2:13]1.CCN(C(C)C)C(C)C.